Task: Predict the reactants needed to synthesize the given product.. Dataset: Full USPTO retrosynthesis dataset with 1.9M reactions from patents (1976-2016) (1) Given the product [C:14]([C:12]([NH:16][C:17](=[O:29])[C:18]1[CH:23]=[CH:22][C:21]([O:24][C:25]([F:26])([F:27])[F:28])=[CH:20][CH:19]=1)([CH3:13])[CH2:11][N:9]1[C:8]([Cl:30])=[C:5]2[N:6]=[CH:7][C:2]([Cl:1])=[CH:3][C:4]2=[N:10]1)#[N:15], predict the reactants needed to synthesize it. The reactants are: [Cl:1][C:2]1[CH:7]=[N:6][C:5]2=[CH:8][N:9]([CH2:11][C:12]([NH:16][C:17](=[O:29])[C:18]3[CH:23]=[CH:22][C:21]([O:24][C:25]([F:28])([F:27])[F:26])=[CH:20][CH:19]=3)([C:14]#[N:15])[CH3:13])[N:10]=[C:4]2[CH:3]=1.[Cl:30]N1C(=O)CCC1=O. (2) Given the product [Cl:21][C:19]1[CH:18]=[CH:17][C:16]2[C:12]([CH2:11][CH2:10][OH:9])=[CH:13][O:14][C:15]=2[CH:20]=1, predict the reactants needed to synthesize it. The reactants are: [H-].[H-].[H-].[H-].[Li+].[Al+3].C([O:9][C:10](=O)[CH2:11][C:12]1[C:16]2[CH:17]=[CH:18][C:19]([Cl:21])=[CH:20][C:15]=2[O:14][CH:13]=1)C.